From a dataset of Catalyst prediction with 721,799 reactions and 888 catalyst types from USPTO. Predict which catalyst facilitates the given reaction. Reactant: [C:1]1([C:11]2[CH:16]=[CH:15][C:14]([C:17]3[CH:22]=[CH:21][C:20]([N:23]([C:30]4[CH:35]=[CH:34][CH:33]=[CH:32][CH:31]=4)[C:24]4[CH:29]=[CH:28][CH:27]=[CH:26][CH:25]=4)=[CH:19][CH:18]=3)=[CH:13][CH:12]=2)[C:10]2[C:5](=[CH:6][CH:7]=[CH:8][CH:9]=2)[CH:4]=[CH:3][CH:2]=1.[Br:36]N1C(=O)CCC1=O. Product: [Br:36][C:27]1[CH:28]=[CH:29][C:24]([N:23]([C:20]2[CH:21]=[CH:22][C:17]([C:14]3[CH:15]=[CH:16][C:11]([C:1]4[C:10]5[C:5](=[CH:6][CH:7]=[CH:8][CH:9]=5)[CH:4]=[CH:3][CH:2]=4)=[CH:12][CH:13]=3)=[CH:18][CH:19]=2)[C:30]2[CH:35]=[CH:34][CH:33]=[CH:32][CH:31]=2)=[CH:25][CH:26]=1. The catalyst class is: 13.